From a dataset of Full USPTO retrosynthesis dataset with 1.9M reactions from patents (1976-2016). Predict the reactants needed to synthesize the given product. (1) Given the product [CH3:2][O:3][N:4]([CH3:13])[C:5]([CH:7]1[CH2:8][CH2:9][N:10]([CH2:28][C:29]([F:32])([F:31])[F:30])[CH2:11][CH2:12]1)=[O:6], predict the reactants needed to synthesize it. The reactants are: Cl.[CH3:2][O:3][N:4]([CH3:13])[C:5]([CH:7]1[CH2:12][CH2:11][NH:10][CH2:9][CH2:8]1)=[O:6].[OH-].[Na+].C(=O)([O-])[O-].[K+].[K+].FC(F)(F)S(O[CH2:28][C:29]([F:32])([F:31])[F:30])(=O)=O.[Cl-].[Na+]. (2) The reactants are: [C:1]1([CH3:10])[CH:6]=[CH:5][CH:4]=[CH:3][C:2]=1B(O)O.[N+:11]([C:14]1[CH:19]=[CH:18][C:17](Cl)=[CH:16][CH:15]=1)([O-:13])=[O:12]. Given the product [N+:11]([C:14]1[CH:19]=[CH:18][C:17]([C:4]2[CH:5]=[CH:6][C:1]([CH3:10])=[CH:2][CH:3]=2)=[CH:16][CH:15]=1)([O-:13])=[O:12], predict the reactants needed to synthesize it. (3) Given the product [CH2:20]([O:27][C:28]([N:30]1[CH2:34][CH:33]=[CH:32][C@H:31]1[CH2:35][NH2:36])=[O:29])[C:21]1[CH:26]=[CH:25][CH:24]=[CH:23][CH:22]=1, predict the reactants needed to synthesize it. The reactants are: C1(P(C2C=CC=CC=2)C2C=CC=CC=2)C=CC=CC=1.[CH2:20]([O:27][C:28]([N:30]1[CH2:34][CH:33]=[CH:32][C@H:31]1[CH2:35][N:36]=[N+]=[N-])=[O:29])[C:21]1[CH:26]=[CH:25][CH:24]=[CH:23][CH:22]=1.O.